Task: Predict the reaction yield, written as a fraction of the theoretical maximum amount of product (1.0 means a 100% yield; for example, 0.34 means a 34% yield).. Dataset: Reaction yield outcomes from USPTO patents with 853,638 reactions (1) The reactants are C([O:8][C:9]1[C:14](=[O:15])[N:13]=[C:12]([CH2:16][C:17]2[CH:22]=[CH:21][C:20]([Cl:23])=[CH:19][C:18]=2[C:24]2[CH:29]=[CH:28][C:27]([Cl:30])=[CH:26][CH:25]=2)[N:11]2[CH2:31][CH2:32][N:33]([CH:36]([CH3:38])[CH3:37])[C:34](=[O:35])[C:10]=12)C1C=CC=CC=1.OS(O)(=O)=O. The catalyst is C(O)(=O)C. The product is [Cl:23][C:20]1[CH:21]=[CH:22][C:17]([CH2:16][C:12]2[N:11]3[CH2:31][CH2:32][N:33]([CH:36]([CH3:38])[CH3:37])[C:34](=[O:35])[C:10]3=[C:9]([OH:8])[C:14](=[O:15])[N:13]=2)=[C:18]([C:24]2[CH:25]=[CH:26][C:27]([Cl:30])=[CH:28][CH:29]=2)[CH:19]=1. The yield is 0.617. (2) The reactants are [CH3:1][C:2]1[CH:3]=[CH:4][C:5]2[C:10](O)=[N:9][CH:8]=[N:7][C:6]=2[N:12]=1.CCN(C(C)C)C(C)C.O=P(Cl)(Cl)[Cl:24]. The catalyst is ClCCCl. The product is [Cl:24][C:10]1[C:5]2[CH:4]=[CH:3][C:2]([CH3:1])=[N:12][C:6]=2[N:7]=[CH:8][N:9]=1. The yield is 0.760.